From a dataset of Reaction yield outcomes from USPTO patents with 853,638 reactions. Predict the reaction yield, written as a fraction of the theoretical maximum amount of product (1.0 means a 100% yield; for example, 0.34 means a 34% yield). (1) The reactants are [NH2:1][C:2]1[CH:17]=[CH:16][CH:15]=[C:14]([Cl:18])[C:3]=1[C:4]([NH:6][C:7]1[CH:12]=[CH:11][CH:10]=[CH:9][C:8]=1[CH3:13])=[O:5].[Cl:19][CH2:20][C:21](Cl)=O. The catalyst is C(O)(=O)C. The product is [Cl:18][C:14]1[CH:15]=[CH:16][CH:17]=[C:2]2[C:3]=1[C:4](=[O:5])[N:6]([C:7]1[CH:12]=[CH:11][CH:10]=[CH:9][C:8]=1[CH3:13])[C:21]([CH2:20][Cl:19])=[N:1]2. The yield is 0.370. (2) The reactants are [CH3:1][C:2]1[O:6][N:5]=[C:4]([C:7]2[CH:12]=[CH:11][CH:10]=[CH:9][CH:8]=2)[C:3]=1[CH2:13][O:14][C:15]1[CH:23]=[CH:22][C:18]([C:19]([OH:21])=O)=[CH:17][N:16]=1.[CH:24]1([NH2:30])[CH2:29][CH2:28][CH2:27][CH2:26][CH2:25]1. No catalyst specified. The product is [CH:24]1([NH:30][C:19](=[O:21])[C:18]2[CH:22]=[CH:23][C:15]([O:14][CH2:13][C:3]3[C:4]([C:7]4[CH:8]=[CH:9][CH:10]=[CH:11][CH:12]=4)=[N:5][O:6][C:2]=3[CH3:1])=[N:16][CH:17]=2)[CH2:29][CH2:28][CH2:27][CH2:26][CH2:25]1. The yield is 1.00. (3) The reactants are [Na].[C:2]([O:10][CH2:11][CH3:12])(=[O:9])[CH2:3][C:4]([O:6][CH2:7][CH3:8])=[O:5].Cl[CH2:14][C:15]1[CH:20]=[CH:19][CH:18]=[C:17]([N+:21]([O-:23])=[O:22])[CH:16]=1.[Cl-].[NH4+]. The catalyst is C(O)C. The product is [N+:21]([C:17]1[CH:16]=[C:15]([CH:20]=[CH:19][CH:18]=1)[CH2:14][CH:3]([C:4]([O:6][CH2:7][CH3:8])=[O:5])[C:2]([O:10][CH2:11][CH3:12])=[O:9])([O-:23])=[O:22]. The yield is 0.910. (4) The reactants are [C:1](#[N:5])[CH2:2][C:3]#[N:4].[H-].[Na+].[CH:8]1([C:14](Cl)=O)[CH2:13][CH2:12][CH2:11][CH2:10][CH2:9]1.S(OC)(OC)(=O)=O.C(N(CC)CC)C.[CH3:31][NH:32][NH2:33]. The catalyst is O1CCCC1. The product is [NH2:4][C:3]1[N:32]([CH3:31])[N:33]=[C:14]([CH:8]2[CH2:13][CH2:12][CH2:11][CH2:10][CH2:9]2)[C:2]=1[C:1]#[N:5]. The yield is 0.390. (5) The reactants are C(N(CC)CC)C.[C:8]([O:12][C:13](=[O:27])[NH:14][CH2:15][C:16]1[CH:24]=[CH:23][CH:22]=[C:21]2[C:17]=1[C:18](=[O:26])O[C:20]2=[O:25])([CH3:11])([CH3:10])[CH3:9].Cl.[C:29]([O:33][C:34](=[O:42])[C@H:35]([CH2:37][CH2:38][C:39](=[O:41])[NH2:40])[NH2:36])([CH3:32])([CH3:31])[CH3:30].O. The catalyst is C1(C)C=CC=CC=1.C(Cl)Cl. The product is [C:29]([O:33][C:34](=[O:42])[C@@H:35]([N:36]1[C:18](=[O:26])[C:17]2[C:21](=[CH:22][CH:23]=[CH:24][C:16]=2[CH2:15][NH:14][C:13]([O:12][C:8]([CH3:9])([CH3:10])[CH3:11])=[O:27])[C:20]1=[O:25])[CH2:37][CH2:38][C:39](=[O:41])[NH2:40])([CH3:32])([CH3:30])[CH3:31]. The yield is 0.290.